From a dataset of Catalyst prediction with 721,799 reactions and 888 catalyst types from USPTO. Predict which catalyst facilitates the given reaction. Reactant: [F:1][C:2]1[CH:7]=[CH:6][C:5]([F:8])=[CH:4][C:3]=1[C:9](=O)[CH:10]=[C:11]([C:20]1[CH:25]=[CH:24][CH:23]=[CH:22][CH:21]=1)[CH2:12][O:13]C1CCCCO1.O.[NH2:28][NH2:29].[C:30](Cl)(=[O:32])[CH3:31].C1(C)C=CC(S(O)(=O)=O)=CC=1. Product: [C:30]([N:28]1[C:11]([CH2:12][OH:13])([C:20]2[CH:21]=[CH:22][CH:23]=[CH:24][CH:25]=2)[CH2:10][C:9]([C:3]2[CH:4]=[C:5]([F:8])[CH:6]=[CH:7][C:2]=2[F:1])=[N:29]1)(=[O:32])[CH3:31]. The catalyst class is: 17.